From a dataset of Forward reaction prediction with 1.9M reactions from USPTO patents (1976-2016). Predict the product of the given reaction. (1) Given the reactants [CH2:1]([O:3][C:4](=[O:10])[CH2:5][C:6](=[O:9])[CH2:7][CH3:8])[CH3:2].[CH3:11][CH2:12][O-].[Na+].C(I)C, predict the reaction product. The product is: [CH2:1]([O:3][C:4](=[O:10])[CH:5]([CH2:11][CH3:12])[C:6](=[O:9])[CH2:7][CH3:8])[CH3:2]. (2) Given the reactants [C:1]1([S:7]([N:10]2[C:18]3[C:13](=[CH:14][C:15]([C@H:20]([NH:22][S@](C(C)(C)C)=O)[CH3:21])=[CH:16][C:17]=3[F:19])[CH:12]=[C:11]2[CH3:29])(=[O:9])=[O:8])[CH:6]=[CH:5][CH:4]=[CH:3][CH:2]=1.Cl, predict the reaction product. The product is: [C:1]1([S:7]([N:10]2[C:18]3[C:13](=[CH:14][C:15]([C@H:20]([NH2:22])[CH3:21])=[CH:16][C:17]=3[F:19])[CH:12]=[C:11]2[CH3:29])(=[O:8])=[O:9])[CH:2]=[CH:3][CH:4]=[CH:5][CH:6]=1. (3) Given the reactants [F:1][C:2]1[CH:7]=[CH:6][CH:5]=[C:4]([O:8][CH2:9][CH2:10][CH2:11][CH2:12][O:13][CH2:14][CH2:15][CH2:16][CH2:17][CH3:18])[C:3]=1[F:19].C([Li])CCC.C([O:28][B:29](OC(C)C)[O:30]C(C)C)(C)C, predict the reaction product. The product is: [F:1][C:2]1[C:3]([F:19])=[C:4]([O:8][CH2:9][CH2:10][CH2:11][CH2:12][O:13][CH2:14][CH2:15][CH2:16][CH2:17][CH3:18])[CH:5]=[CH:6][C:7]=1[B:29]([OH:30])[OH:28].